Dataset: Forward reaction prediction with 1.9M reactions from USPTO patents (1976-2016). Task: Predict the product of the given reaction. Given the reactants CCN([CH2:6][CH3:7])CC.N#N.[CH:10]([O:12][CH2:13][CH2:14][CH2:15][CH3:16])=[CH2:11].[CH:43]1[CH:44]=[CH:45]C(P(C2[CH:41]=[CH:42][CH:43]=[CH:44][CH:45]=2)CCCP([C:43]2[CH:44]=[CH:45]C=[CH:41][CH:42]=2)[C:43]2[CH:44]=[CH:45]C=[CH:41][CH:42]=2)=[CH:41][CH:42]=1.CN(C=[O:50])C, predict the reaction product. The product is: [C:43]12([C:42]3[C:13](=[C:14]([C:6](=[O:50])[CH3:7])[CH:15]=[CH:16][CH:41]=3)[O:12][CH2:10][CH2:11]1)[CH2:44][CH2:45]2.